From a dataset of Reaction yield outcomes from USPTO patents with 853,638 reactions. Predict the reaction yield, written as a fraction of the theoretical maximum amount of product (1.0 means a 100% yield; for example, 0.34 means a 34% yield). (1) The reactants are I[C:2]1[C:10]2[C:5](=[N:6][CH:7]=[CH:8][C:9]=2[CH3:11])[N:4]([CH2:12][O:13][CH2:14][CH2:15][Si:16]([CH3:19])([CH3:18])[CH3:17])[N:3]=1.CC1(C)C(C)(C)OB([C:28]2[CH2:33][CH2:32][N:31]([C:34]([O:36][C:37]([CH3:40])([CH3:39])[CH3:38])=[O:35])[CH2:30][CH:29]=2)O1. The catalyst is O1CCOCC1.O. The product is [CH3:11][C:9]1[CH:8]=[CH:7][N:6]=[C:5]2[N:4]([CH2:12][O:13][CH2:14][CH2:15][Si:16]([CH3:19])([CH3:18])[CH3:17])[N:3]=[C:2]([C:28]3[CH2:33][CH2:32][N:31]([C:34]([O:36][C:37]([CH3:40])([CH3:39])[CH3:38])=[O:35])[CH2:30][CH:29]=3)[C:10]=12. The yield is 0.958. (2) The reactants are [Br:1][C:2]1[CH:3]=[C:4]2[C:9](=[CH:10][CH:11]=1)[NH:8][CH2:7][CH2:6][C:5]2([CH3:13])[CH3:12].[CH:14](O)=[O:15]. No catalyst specified. The product is [Br:1][C:2]1[CH:3]=[C:4]2[C:9](=[CH:10][CH:11]=1)[N:8]([CH:14]=[O:15])[CH2:7][CH2:6][C:5]2([CH3:13])[CH3:12]. The yield is 0.900. (3) The reactants are [C:1]([O:5][N:6]=[C:7]1[C:16]2[C:11](=[CH:12][CH:13]=[C:14](Br)[CH:15]=2)[O:10][C:9]([C:18]2[N:23]=[CH:22][N:21]3[CH:24]=[CH:25][CH:26]=[C:20]3[CH:19]=2)=[CH:8]1)([CH3:4])([CH3:3])[CH3:2].[CH3:27][O:28][CH2:29][C:30]#[CH:31]. No catalyst specified. The product is [C:1]([O:5][N:6]=[C:7]1[C:16]2[C:11](=[CH:12][CH:13]=[C:14]([C:31]#[C:30][CH2:29][O:28][CH3:27])[CH:15]=2)[O:10][C:9]([C:18]2[N:23]=[CH:22][N:21]3[CH:24]=[CH:25][CH:26]=[C:20]3[CH:19]=2)=[CH:8]1)([CH3:4])([CH3:3])[CH3:2]. The yield is 0.390. (4) The reactants are [CH:1]1([N:7]=[C:8]=[O:9])[CH2:6][CH2:5][CH2:4][CH2:3][CH2:2]1.[CH:10]1([NH2:15])[CH2:14][CH2:13][CH2:12][CH2:11]1.NC(N)=O.[C:20](Cl)(=[O:25])[CH2:21][C:22](Cl)=[O:23]. The catalyst is ClCCl. The product is [CH:1]1([N:7]2[C:22](=[O:23])[CH2:21][C:20](=[O:25])[N:15]([CH:10]3[CH2:14][CH2:13][CH2:12][CH2:11]3)[C:8]2=[O:9])[CH2:6][CH2:5][CH2:4][CH2:3][CH2:2]1. The yield is 0.580. (5) The catalyst is CN(C=O)C.O. The product is [N:16]1([C:2]2[CH:9]=[CH:8][C:5]([CH:6]=[O:7])=[CH:4][CH:3]=2)[CH:20]=[N:19][CH:18]=[N:17]1. The reactants are F[C:2]1[CH:9]=[CH:8][C:5]([CH:6]=[O:7])=[CH:4][CH:3]=1.C([O-])([O-])=O.[K+].[K+].[NH:16]1[CH:20]=[N:19][CH:18]=[N:17]1. The yield is 0.650.